Dataset: Reaction yield outcomes from USPTO patents with 853,638 reactions. Task: Predict the reaction yield, written as a fraction of the theoretical maximum amount of product (1.0 means a 100% yield; for example, 0.34 means a 34% yield). The reactants are [CH3:1][C:2]1([CH3:32])[CH2:7][C:6](=O)[CH2:5][C:4](C)([CH3:9])[P:3]1[C:11]1[CH:16]=[CH:15][CH:14]=[CH:13][C:12]=1[C:17]1[C:22]([CH:23]([CH3:25])[CH3:24])=[CH:21][C:20]([CH:26]([CH3:28])[CH3:27])=[CH:19][C:18]=1[CH:29]([CH3:31])[CH3:30].B(F)(F)F.CC[O:39][CH2:40][CH3:41].P.C[Si](C=[N+]=[N-])(C)C. The catalyst is Cl. The product is [CH3:9][C:4]1([CH3:5])[CH2:41][C:40](=[O:39])[CH2:6][CH2:7][C:2]([CH3:32])([CH3:1])[P:3]1[C:11]1[CH:16]=[CH:15][CH:14]=[CH:13][C:12]=1[C:17]1[C:18]([CH:29]([CH3:31])[CH3:30])=[CH:19][C:20]([CH:26]([CH3:28])[CH3:27])=[CH:21][C:22]=1[CH:23]([CH3:25])[CH3:24]. The yield is 0.630.